From a dataset of Reaction yield outcomes from USPTO patents with 853,638 reactions. Predict the reaction yield, written as a fraction of the theoretical maximum amount of product (1.0 means a 100% yield; for example, 0.34 means a 34% yield). (1) The reactants are [CH3:1][O:2][C:3]1[CH:4]=[C:5]2[C:10](=[CH:11][C:12]=1[O:13][CH3:14])[N:9]=[CH:8][CH:7]=[C:6]2[O:15][C:16]1[CH:22]=[CH:21][C:19]([NH2:20])=[C:18]([CH3:23])[C:17]=1[CH3:24].C1(C)C=CC=CC=1.C(N(CC)CC)C.ClC(Cl)(O[C:43](=[O:49])[O:44][C:45](Cl)(Cl)Cl)Cl.[CH3:51][O:52][C:53]1[CH:63]=[CH:62][CH:61]=[CH:60][C:54]=1[O:55][CH2:56][CH2:57]CO. The catalyst is C(Cl)Cl. The product is [CH3:1][O:2][C:3]1[CH:4]=[C:5]2[C:10](=[CH:11][C:12]=1[O:13][CH3:14])[N:9]=[CH:8][CH:7]=[C:6]2[O:15][C:16]1[CH:22]=[CH:21][C:19]([NH:20][C:43](=[O:49])[O:44][CH2:45][CH2:57][CH2:56][O:55][C:54]2[CH:60]=[CH:61][CH:62]=[CH:63][C:53]=2[O:52][CH3:51])=[C:18]([CH3:23])[C:17]=1[CH3:24]. The yield is 0.630. (2) The reactants are [C:1]12([CH2:11][O:12][C:13]3[C:22](I)=[CH:21][C:16]([C:17]([O:19][CH3:20])=[O:18])=[C:15]([F:24])[CH:14]=3)[CH2:10][CH:5]3[CH2:6][CH:7]([CH2:9][CH:3]([CH2:4]3)[CH2:2]1)[CH2:8]2.[Cl-].[Li+].C([Mg]Cl)(C)C.[CH:32](=[O:34])[CH3:33]. The catalyst is O1CCCC1. The product is [C:1]12([CH2:11][O:12][C:13]3[C:22]([CH:32]([OH:34])[CH3:33])=[CH:21][C:16]([C:17]([O:19][CH3:20])=[O:18])=[C:15]([F:24])[CH:14]=3)[CH2:10][CH:5]3[CH2:6][CH:7]([CH2:9][CH:3]([CH2:4]3)[CH2:2]1)[CH2:8]2. The yield is 0.750.